Dataset: Full USPTO retrosynthesis dataset with 1.9M reactions from patents (1976-2016). Task: Predict the reactants needed to synthesize the given product. (1) Given the product [CH3:26][N:25]([CH3:27])[CH2:24][CH2:23][O:22][C:17]1[CH:16]=[C:15]([Br:14])[CH:21]=[CH:20][C:18]=1[NH:19][C:11]([CH:3]1[CH2:4][C:5]2[C:10](=[CH:9][CH:8]=[CH:7][CH:6]=2)[O:1][CH2:2]1)=[O:13], predict the reactants needed to synthesize it. The reactants are: [O:1]1[C:10]2[C:5](=[CH:6][CH:7]=[CH:8][CH:9]=2)[CH2:4][CH:3]([C:11]([OH:13])=O)[CH2:2]1.[Br:14][C:15]1[CH:21]=[CH:20][C:18]([NH2:19])=[C:17]([O:22][CH2:23][CH2:24][N:25]([CH3:27])[CH3:26])[CH:16]=1. (2) Given the product [CH:9]1([N:4]2[C:3](=[O:14])[C:2]([OH:15])=[C:6]([CH3:7])[N:5]2[CH3:8])[CH2:13][CH2:12][CH2:11][CH2:10]1, predict the reactants needed to synthesize it. The reactants are: Br[C:2]1[C:3](=[O:14])[N:4]([CH:9]2[CH2:13][CH2:12][CH2:11][CH2:10]2)[N:5]([CH3:8])[C:6]=1[CH3:7].[OH-:15].[K+]. (3) Given the product [CH3:5][N:6]([CH2:7][C:8]1[NH:9][C:10]2[C:15]([C:16]=1[CH:17]=[CH2:18])=[CH:14][CH:13]=[CH:12][CH:11]=2)[C:33](=[O:34])/[CH:32]=[CH:31]/[C:28]1[CH:29]=[N:30][C:23]2[NH:22][C:21](=[O:20])[CH2:26][O:25][C:24]=2[CH:27]=1, predict the reactants needed to synthesize it. The reactants are: C(Cl)CCl.[CH3:5][NH:6][CH2:7][C:8]1[NH:9][C:10]2[C:15]([C:16]=1[CH:17]=[CH2:18])=[CH:14][CH:13]=[CH:12][CH:11]=2.Cl.[O:20]=[C:21]1[CH2:26][O:25][C:24]2[CH:27]=[C:28](/[CH:31]=[CH:32]/[C:33](O)=[O:34])[CH:29]=[N:30][C:23]=2[NH:22]1.C1C=CC2N(O)N=NC=2C=1.CCN(C(C)C)C(C)C. (4) Given the product [CH:1]1([CH2:7][C:11]2([OH:10])[CH2:12][CH2:13][N:14]([C:17]3[CH:18]=[CH:19][C:20]([C:21]([O:23][CH2:24][CH3:25])=[O:22])=[CH:26][CH:27]=3)[CH2:15][CH2:16]2)[CH2:6][CH2:5][CH2:4][CH2:3][CH2:2]1, predict the reactants needed to synthesize it. The reactants are: [CH:1]1([CH2:7][Mg]Br)[CH2:6][CH2:5][CH2:4][CH2:3][CH2:2]1.[O:10]=[C:11]1[CH2:16][CH2:15][N:14]([C:17]2[CH:27]=[CH:26][C:20]([C:21]([O:23][CH2:24][CH3:25])=[O:22])=[CH:19][CH:18]=2)[CH2:13][CH2:12]1. (5) Given the product [OH:1][C:2]1[C:11]2[C:6](=[CH:7][CH:8]=[C:9]([C:12]([O:14][CH3:15])=[O:13])[CH:10]=2)[C:5]([I:22])=[CH:4][N:3]=1, predict the reactants needed to synthesize it. The reactants are: [OH:1][C:2]1[C:11]2[C:6](=[CH:7][CH:8]=[C:9]([C:12]([O:14][CH3:15])=[O:13])[CH:10]=2)[CH:5]=[CH:4][N:3]=1.N1C=CC=CC=1.[I:22]I.S([O-])([O-])(=O)=S.[Na+].[Na+]. (6) Given the product [CH:25]1([N:21]2[C:22]3[C:18](=[CH:17][C:16]([N:12]4[CH2:11][C@H:10]([CH2:9][NH:8][C:1](=[O:3])[CH3:2])[O:14][C:13]4=[O:15])=[CH:24][CH:23]=3)[CH2:19][C:20]2=[O:28])[CH2:27][CH2:26]1, predict the reactants needed to synthesize it. The reactants are: [C:1](OC(=O)C)(=[O:3])[CH3:2].[NH2:8][CH2:9][CH:10]1[O:14][C:13](=[O:15])[N:12]([C:16]2[CH:17]=[C:18]3[C:22](=[CH:23][CH:24]=2)[N:21]([CH:25]2[CH2:27][CH2:26]2)[C:20](=[O:28])[CH2:19]3)[CH2:11]1.C(N(CC)C(C)C)(C)C. (7) Given the product [CH3:10][C@H:9]1[C@@H:8]([C:11]2[CH:16]=[CH:15][CH:14]=[CH:13][CH:12]=2)[O:7][C:6](=[O:17])[N:5]1[CH2:4][C:3]1[CH:18]=[C:19]([C:22]([F:25])([F:24])[F:23])[CH:20]=[CH:21][C:2]=1[B:26]1[O:30][C:29]([CH3:32])([CH3:31])[C:28]([CH3:34])([CH3:33])[O:27]1, predict the reactants needed to synthesize it. The reactants are: Br[C:2]1[CH:21]=[CH:20][C:19]([C:22]([F:25])([F:24])[F:23])=[CH:18][C:3]=1[CH2:4][N:5]1[C@@H:9]([CH3:10])[C@@H:8]([C:11]2[CH:16]=[CH:15][CH:14]=[CH:13][CH:12]=2)[O:7][C:6]1=[O:17].[B:26]1([B:26]2[O:30][C:29]([CH3:32])([CH3:31])[C:28]([CH3:34])([CH3:33])[O:27]2)[O:30][C:29]([CH3:32])([CH3:31])[C:28]([CH3:34])([CH3:33])[O:27]1.